Dataset: Catalyst prediction with 721,799 reactions and 888 catalyst types from USPTO. Task: Predict which catalyst facilitates the given reaction. (1) Reactant: [Cl:1][C:2]1[CH:7]=[CH:6][C:5]([C:8]([C:34]2[CH:39]=[CH:38][C:37]([Cl:40])=[CH:36][CH:35]=2)(O)[C:9]2[CH:10]=[C:11]3[C:16](=[CH:17][CH:18]=2)[N:15]=[N:14][CH:13]=[C:12]3[NH:19][CH:20]2[CH2:25][CH2:24][N:23](C(OC(C)(C)C)=O)[CH2:22][CH2:21]2)=[CH:4][CH:3]=1.[SiH](CC)(CC)CC.FC(F)(F)C(O)=O. Product: [Cl:1][C:2]1[CH:7]=[CH:6][C:5]([CH:8]([C:34]2[CH:35]=[CH:36][C:37]([Cl:40])=[CH:38][CH:39]=2)[C:9]2[CH:10]=[C:11]3[C:16](=[CH:17][CH:18]=2)[N:15]=[N:14][CH:13]=[C:12]3[NH:19][CH:20]2[CH2:21][CH2:22][NH:23][CH2:24][CH2:25]2)=[CH:4][CH:3]=1. The catalyst class is: 4. (2) Reactant: [Cl:1][C:2]1[N:7]=[C:6]([N:8]([CH2:16][C:17]2([C:20]([O:22]C)=O)[CH2:19][CH2:18]2)[C@@H:9]2[CH2:13][CH2:12][C:11]([F:15])([F:14])[CH2:10]2)[C:5]([N+:24]([O-])=O)=[CH:4][N:3]=1. Product: [Cl:1][C:2]1[N:3]=[CH:4][C:5]2[NH:24][C:20](=[O:22])[C:17]3([CH2:19][CH2:18]3)[CH2:16][N:8]([C@@H:9]3[CH2:13][CH2:12][C:11]([F:14])([F:15])[CH2:10]3)[C:6]=2[N:7]=1. The catalyst class is: 180. (3) The catalyst class is: 9. Reactant: [CH3:1][O:2][C:3]1[CH:4]=[CH:5][C:6]2[N:11]=[CH:10][C:9](=[O:12])[NH:8][C:7]=2[N:13]=1.[C:14]([Si:18]([O:31][CH2:32][CH:33]([F:36])[CH2:34]I)([C:25]1[CH:30]=[CH:29][CH:28]=[CH:27][CH:26]=1)[C:19]1[CH:24]=[CH:23][CH:22]=[CH:21][CH:20]=1)([CH3:17])([CH3:16])[CH3:15].C(=O)([O-])[O-].[Cs+].[Cs+].O. Product: [Si:18]([O:31][CH2:32][CH:33]([F:36])[CH2:34][N:8]1[C:9](=[O:12])[CH:10]=[N:11][C:6]2[CH:5]=[CH:4][C:3]([O:2][CH3:1])=[N:13][C:7]1=2)([C:14]([CH3:16])([CH3:17])[CH3:15])([C:25]1[CH:26]=[CH:27][CH:28]=[CH:29][CH:30]=1)[C:19]1[CH:20]=[CH:21][CH:22]=[CH:23][CH:24]=1. (4) Reactant: [C:1]([O:5][C:6]([N:8]1[CH2:13][CH:12]=[C:11]([C:14]2[CH:19]=[CH:18][C:17]([Cl:20])=[CH:16][CH:15]=2)[CH2:10][CH2:9]1)=[O:7])([CH3:4])([CH3:3])[CH3:2].ClC1C=CC=C(C(OO)=[O:29])C=1. Product: [C:1]([O:5][C:6]([N:8]1[CH2:9][CH2:10][C:11]2([C:14]3[CH:19]=[CH:18][C:17]([Cl:20])=[CH:16][CH:15]=3)[CH:12]([O:29]2)[CH2:13]1)=[O:7])([CH3:4])([CH3:2])[CH3:3]. The catalyst class is: 2. (5) Reactant: [F:1][C:2]1[CH:3]=[C:4]([CH:8]=[CH:9][CH:10]=1)[C:5](Cl)=[O:6].Cl.[C:12]1([C:18]2[N:22]=[C:21]([CH:23]3[CH2:28][CH2:27][CH2:26][NH:25][CH2:24]3)[O:20][N:19]=2)[CH:17]=[CH:16][CH:15]=[CH:14][CH:13]=1. Product: [F:1][C:2]1[CH:3]=[C:4]([C:5]([N:25]2[CH2:26][CH2:27][CH2:28][CH:23]([C:21]3[O:20][N:19]=[C:18]([C:12]4[CH:17]=[CH:16][CH:15]=[CH:14][CH:13]=4)[N:22]=3)[CH2:24]2)=[O:6])[CH:8]=[CH:9][CH:10]=1. The catalyst class is: 5. (6) Reactant: C([O:3][C:4]([C:6]1[S:10][C:9]([C:11]2[CH:16]=[CH:15][C:14]([C:17]([F:20])([F:19])[F:18])=[CH:13][CH:12]=2)=[N:8][C:7]=1[CH2:21][N:22]1[CH2:27][CH2:26][CH:25]([C:28]([F:31])([F:30])[F:29])[CH2:24][CH2:23]1)=O)C.[H-].[Al+3].[Li+].[H-].[H-].[H-].O. Product: [F:20][C:17]([F:18])([F:19])[C:14]1[CH:15]=[CH:16][C:11]([C:9]2[S:10][C:6]([CH2:4][OH:3])=[C:7]([CH2:21][N:22]3[CH2:27][CH2:26][CH:25]([C:28]([F:30])([F:29])[F:31])[CH2:24][CH2:23]3)[N:8]=2)=[CH:12][CH:13]=1. The catalyst class is: 7. (7) Reactant: N1([C:6]([C:8]2[C:9]([CH3:16])=[C:10]([CH:14]=O)[NH:11][C:12]=2[CH3:13])=[O:7])C=CN=C1.[NH2:17][CH2:18][C@H:19]([OH:27])[CH2:20][N:21]1[CH2:26][CH2:25][O:24][CH2:23][CH2:22]1.[Cl:28][C:29]1[CH:30]=[C:31]2[C:35](=[CH:36][CH:37]=1)[NH:34][C:33](=[O:38])[CH2:32]2.C1COCC1. Product: [Cl:28][C:29]1[CH:30]=[C:31]2[C:35](=[CH:36][CH:37]=1)[NH:34][C:33](=[O:38])/[C:32]/2=[CH:14]\[C:10]1[NH:11][C:12]([CH3:13])=[C:8]([C:6]([NH:17][CH2:18][C@H:19]([OH:27])[CH2:20][N:21]2[CH2:22][CH2:23][O:24][CH2:25][CH2:26]2)=[O:7])[C:9]=1[CH3:16]. The catalyst class is: 66. (8) Reactant: CS([O:5][C@@H:6]1[CH2:10][CH2:9][N:8]([CH:11]2[CH2:16][CH2:15][N:14]([C:17]([O:19][C:20]([CH3:23])([CH3:22])[CH3:21])=[O:18])[CH2:13][CH2:12]2)[C:7]1=[O:24])(=O)=O.C(=O)([O-])[O-].[K+].[K+].[F:31][C:32]1[CH:33]=[C:34]([CH:39]=[CH:40][C:41]=1O)[C:35]([O:37][CH3:38])=[O:36]. Product: [F:31][C:32]1[CH:33]=[C:34]([C:35]([O:37][CH3:38])=[O:36])[CH:39]=[CH:40][C:41]=1[O:5][C@H:6]1[CH2:10][CH2:9][N:8]([CH:11]2[CH2:16][CH2:15][N:14]([C:17]([O:19][C:20]([CH3:23])([CH3:22])[CH3:21])=[O:18])[CH2:13][CH2:12]2)[C:7]1=[O:24]. The catalyst class is: 18. (9) Reactant: [F:1][C:2]1[CH:7]=[CH:6][C:5]([C:8]2[O:9][CH:10]=[C:11]([CH:13]([N:16]([CH3:18])[CH3:17])[CH2:14][NH2:15])[N:12]=2)=[CH:4][CH:3]=1.[F:19][C:20]([F:36])([F:35])[C:21]1[O:25][N:24]=[C:23]([C:26]2[CH:27]=[C:28]([CH:32]=[CH:33][CH:34]=2)[C:29]([OH:31])=[O:30])[N:22]=1.[ClH:37]. Product: [CH3:17][N:16]([CH3:18])[CH:13]([C:11]1[N:12]=[C:8]([C:5]2[CH:4]=[CH:3][C:2]([F:1])=[CH:7][CH:6]=2)[O:9][CH:10]=1)[CH2:14][NH:15][C:29](=[O:30])[C:28]1[CH:32]=[CH:33][CH:34]=[C:26]([C:23]2[N:22]=[C:21]([C:20]([F:36])([F:35])[F:19])[O:25][N:24]=2)[CH:27]=1.[ClH:37].[CH3:17][N:16]([CH3:18])[CH:13]([C:11]1[N:12]=[C:8]([C:5]2[CH:6]=[CH:7][C:2]([F:1])=[CH:3][CH:4]=2)[O:9][CH:10]=1)[CH2:14][NH:15][C:29](=[O:31])[C:28]1[CH:32]=[CH:33][CH:34]=[C:26]([C:23]2[N:22]=[C:21]([C:20]([F:19])([F:36])[F:35])[O:25][N:24]=2)[CH:27]=1. The catalyst class is: 12.